This data is from Full USPTO retrosynthesis dataset with 1.9M reactions from patents (1976-2016). The task is: Predict the reactants needed to synthesize the given product. (1) The reactants are: Br[CH2:2][CH2:3][O:4][C:5]1[CH:10]=[CH:9][CH:8]=[CH:7][C:6]=1[C:11]1[N:12]=[C:13]([C:16]([F:19])([F:18])[F:17])[S:14][CH:15]=1.[NH2:20][CH2:21][CH2:22][OH:23]. Given the product [F:17][C:16]([F:19])([F:18])[C:13]1[S:14][CH:15]=[C:11]([C:6]2[CH:7]=[CH:8][CH:9]=[CH:10][C:5]=2[O:4][CH2:3][CH2:2][NH:20][CH2:21][CH2:22][OH:23])[N:12]=1, predict the reactants needed to synthesize it. (2) Given the product [O:21]=[C:19]([C:14]1[CH:15]=[CH:16][CH:17]=[CH:18][N:13]=1)[CH2:1][CH2:23][C:22]([O:25][CH2:26][CH3:29])=[O:24], predict the reactants needed to synthesize it. The reactants are: [C:1](N1C=CN=C1)(N1C=CN=C1)=O.[N:13]1[CH:18]=[CH:17][CH:16]=[CH:15][C:14]=1[C:19]([OH:21])=O.[C:22]([O:25][C:26]([CH3:29])(C)C)(=[O:24])[CH3:23].C([N-]C(C)C)(C)C.[Li+].Cl.[H-].[Na+].BrCC(OCC)=O.C1(C)C=CC(S(O)(=O)=O)=CC=1.C(=O)(O)[O-].[Na+]. (3) Given the product [N:4]1[NH:3][N:2]=[N:1][C:5]=1[C:6]1[CH:7]=[CH:8][C:9]2[O:13][C:12]3[CH:14]=[C:15]([S:18]([NH:21][C@@H:22]([CH:30]([CH3:31])[CH3:32])[C:23]([OH:25])=[O:24])(=[O:19])=[O:20])[CH:16]=[CH:17][C:11]=3[C:10]=2[CH:33]=1, predict the reactants needed to synthesize it. The reactants are: [N:1]1[NH:2][N:3]=[N:4][C:5]=1[C:6]1[CH:7]=[CH:8][C:9]2[O:13][C:12]3[CH:14]=[C:15]([S:18]([NH:21][C@@H:22]([CH:30]([CH3:32])[CH3:31])[C:23]([O:25]C(C)(C)C)=[O:24])(=[O:20])=[O:19])[CH:16]=[CH:17][C:11]=3[C:10]=2[CH:33]=1.C(O)(C(F)(F)F)=O.C(Cl)Cl. (4) Given the product [CH2:7]([CH:15]1[CH2:16][CH2:17][CH2:3][CH2:2][C:19]1=[O:18])[CH2:8][C:9]1[CH:14]=[CH:13][CH:12]=[CH:11][CH:10]=1, predict the reactants needed to synthesize it. The reactants are: [Li][CH:2](CC)[CH3:3].Cl[CH2:7][CH2:8][C:9]1[CH:14]=[CH:13][CH:12]=[CH:11][CH:10]=1.[CH2:15]1[CH2:19][O:18][CH2:17][CH2:16]1. (5) The reactants are: [NH2:1][C:2]1[C:3]([C:26](=[O:42])[NH:27][CH2:28][C:29]2[CH:34]=[C:33]([C:35]#[N:36])[CH:32]=[CH:31][C:30]=2[S:37]([CH2:40][CH3:41])(=[O:39])=[O:38])=[CH:4][C:5]([C:22]([F:25])([F:24])[F:23])=[C:6]([CH2:8][N:9]2[CH2:14][CH2:13][N:12]([C:15]([O:17][C:18]([CH3:21])([CH3:20])[CH3:19])=[O:16])[CH2:11][CH2:10]2)[CH:7]=1.NC1C([Cl:55])=C(C=O)C(C(F)(F)F)=CC=1C(OCC)=O. Given the product [NH2:1][C:2]1[C:7]([Cl:55])=[C:6]([CH2:8][N:9]2[CH2:14][CH2:13][N:12]([C:15]([O:17][C:18]([CH3:21])([CH3:20])[CH3:19])=[O:16])[CH2:11][CH2:10]2)[C:5]([C:22]([F:23])([F:24])[F:25])=[CH:4][C:3]=1[C:26](=[O:42])[NH:27][CH2:28][C:29]1[CH:34]=[C:33]([C:35]#[N:36])[CH:32]=[CH:31][C:30]=1[S:37]([CH2:40][CH3:41])(=[O:38])=[O:39], predict the reactants needed to synthesize it.